From a dataset of Merck oncology drug combination screen with 23,052 pairs across 39 cell lines. Regression. Given two drug SMILES strings and cell line genomic features, predict the synergy score measuring deviation from expected non-interaction effect. (1) Drug 1: O=S1(=O)NC2(CN1CC(F)(F)F)C1CCC2Cc2cc(C=CCN3CCC(C(F)(F)F)CC3)ccc2C1. Drug 2: O=C(CCCCCCC(=O)Nc1ccccc1)NO. Cell line: HT29. Synergy scores: synergy=8.65. (2) Drug 1: CCN(CC)CCNC(=O)c1c(C)[nH]c(C=C2C(=O)Nc3ccc(F)cc32)c1C. Drug 2: O=C(O)C1(Cc2cccc(Nc3nccs3)n2)CCC(Oc2cccc(Cl)c2F)CC1. Cell line: SW620. Synergy scores: synergy=12.3. (3) Drug 1: COc1cccc2c1C(=O)c1c(O)c3c(c(O)c1C2=O)CC(O)(C(=O)CO)CC3OC1CC(N)C(O)C(C)O1. Drug 2: CCc1cnn2c(NCc3ccc[n+]([O-])c3)cc(N3CCCCC3CCO)nc12. Cell line: NCIH520. Synergy scores: synergy=-11.5. (4) Synergy scores: synergy=9.09. Drug 2: O=C(O)C1(Cc2cccc(Nc3nccs3)n2)CCC(Oc2cccc(Cl)c2F)CC1. Cell line: UWB1289BRCA1. Drug 1: O=S1(=O)NC2(CN1CC(F)(F)F)C1CCC2Cc2cc(C=CCN3CCC(C(F)(F)F)CC3)ccc2C1. (5) Drug 1: O=C(CCCCCCC(=O)Nc1ccccc1)NO. Drug 2: CCc1cnn2c(NCc3ccc[n+]([O-])c3)cc(N3CCCCC3CCO)nc12. Cell line: A427. Synergy scores: synergy=-26.1.